From a dataset of Reaction yield outcomes from USPTO patents with 853,638 reactions. Predict the reaction yield, written as a fraction of the theoretical maximum amount of product (1.0 means a 100% yield; for example, 0.34 means a 34% yield). (1) The reactants are [Br:1][C:2]1[CH:3]=[C:4]([C:11]2[CH:16]=[CH:15][N:14]=[CH:13][CH:12]=2)[C:5]2[O:9][CH2:8][CH2:7][C:6]=2[CH:10]=1.[CH2:17](Br)[C:18]1[CH:23]=[CH:22][CH:21]=[CH:20][CH:19]=1.C(Cl)Cl.CO.[BH4-].[Na+]. The catalyst is C1(C)C=CC=CC=1.CO. The product is [CH2:17]([N:14]1[CH2:15][CH:16]=[C:11]([C:4]2[C:5]3[O:9][CH2:8][CH2:7][C:6]=3[CH:10]=[C:2]([Br:1])[CH:3]=2)[CH2:12][CH2:13]1)[C:18]1[CH:23]=[CH:22][CH:21]=[CH:20][CH:19]=1. The yield is 0.710. (2) The product is [F:2][C:3]1[CH:20]=[CH:19][C:6]([CH2:7][C:8]2[O:12][N:11]=[C:10]([C@H:13]3[CH2:18][CH2:17][CH2:16][N:15]([C:26]([C:25]4[CH:29]=[CH:30][C:22]([F:21])=[CH:23][CH:24]=4)=[O:27])[CH2:14]3)[N:9]=2)=[CH:5][CH:4]=1. No catalyst specified. The yield is 0.180. The reactants are Cl.[F:2][C:3]1[CH:20]=[CH:19][C:6]([CH2:7][C:8]2[O:12][N:11]=[C:10]([C@H:13]3[CH2:18][CH2:17][CH2:16][NH:15][CH2:14]3)[N:9]=2)=[CH:5][CH:4]=1.[F:21][C:22]1[CH:30]=[CH:29][C:25]([C:26](Cl)=[O:27])=[CH:24][CH:23]=1. (3) The catalyst is C1COCC1. The product is [CH3:1][O:2][C:3]1[CH:8]=[CH:7][C:6]([CH2:9][C:10]([C:13]2[CH:18]=[CH:17][CH:16]=[CH:15][CH:14]=2)=[O:11])=[CH:5][CH:4]=1. The reactants are [CH3:1][O:2][C:3]1[CH:8]=[CH:7][C:6]([CH2:9][C:10](Cl)=[O:11])=[CH:5][CH:4]=1.[C:13]1([Mg]Cl)[CH:18]=[CH:17][CH:16]=[CH:15][CH:14]=1.O. The yield is 0.500. (4) The yield is 0.390. The reactants are [ClH:1].[CH:2]1([NH:8][NH2:9])[CH2:7][CH2:6][CH2:5][CH2:4][CH2:3]1.[CH3:10][C:11]([CH3:18])([CH3:17])[C:12](=O)[CH2:13][C:14]#[N:15]. The product is [ClH:1].[C:11]([C:12]1[CH:13]=[C:14]([NH2:15])[N:8]([CH:2]2[CH2:7][CH2:6][CH2:5][CH2:4][CH2:3]2)[N:9]=1)([CH3:18])([CH3:17])[CH3:10]. The catalyst is C(O)C. (5) The reactants are C(O[C:4]1[NH:5][C@@H:6]([C:15]2[CH:20]=[CH:19][C:18]([F:21])=[CH:17][CH:16]=2)[CH2:7][CH2:8][C:9]=1[C:10]([O:12][CH2:13][CH3:14])=[O:11])C.[NH3:22]. The catalyst is CCO. The product is [NH2:22][C:4]1[NH:5][C@@H:6]([C:15]2[CH:20]=[CH:19][C:18]([F:21])=[CH:17][CH:16]=2)[CH2:7][CH2:8][C:9]=1[C:10]([O:12][CH2:13][CH3:14])=[O:11]. The yield is 0.290. (6) The reactants are [CH3:1][C:2]1[CH:3]=[C:4]([CH:6]=[C:7]([CH3:9])[CH:8]=1)[NH2:5].C(=O)C.O.[OH-].[NH4+].[CH3:16][CH2:17][CH2:18][CH2:19]CC.C(OCC)(=O)C. The catalyst is Cl. The product is [CH3:19][C:18]1[CH:17]=[CH:16][C:6]2[C:4](=[CH:3][C:2]([CH3:1])=[CH:8][C:7]=2[CH3:9])[N:5]=1. The yield is 0.560.